This data is from Forward reaction prediction with 1.9M reactions from USPTO patents (1976-2016). The task is: Predict the product of the given reaction. (1) Given the reactants I[C:2]1[C:3]([CH3:10])=[CH:4][C:5]([NH2:9])=[N:6][C:7]=1[CH3:8].C(OCC)(=O)C.O.[CH3:18][N:19](C=O)C, predict the reaction product. The product is: [NH2:9][C:5]1[CH:4]=[C:3]([CH3:10])[C:2]([C:18]#[N:19])=[C:7]([CH3:8])[N:6]=1. (2) Given the reactants [CH2:1]([N:5]1[C:13]2[N:12]=[CH:11][N:10]([CH2:14][C:15]3[CH:20]=[CH:19][CH:18]=[CH:17][CH:16]=3)[C:9]=2[C:8](=[O:21])[N:7]([CH2:22][CH2:23][CH2:24][C:25]2[CH:30]=[CH:29][CH:28]=[CH:27][CH:26]=2)[C:6]1=[O:31])CCC.CN1C2N=CN(CC3C=CC=CC=3)C=2C(=O)NC1=O.BrCCCC1C=CC=CC=1, predict the reaction product. The product is: [CH3:1][N:5]1[C:13]2[N:12]=[CH:11][N:10]([CH2:14][C:15]3[CH:20]=[CH:19][CH:18]=[CH:17][CH:16]=3)[C:9]=2[C:8](=[O:21])[N:7]([CH2:22][CH2:23][CH2:24][C:25]2[CH:26]=[CH:27][CH:28]=[CH:29][CH:30]=2)[C:6]1=[O:31]. (3) Given the reactants [CH3:1][O:2][C:3](=[O:39])[C:4]1[CH:9]=[CH:8][C:7]([C:10]2[CH:14]([C:15](=[O:26])[C:16]3[CH:21]=[CH:20][C:19]([C:22]([CH3:25])([CH3:24])[CH3:23])=[CH:18][CH:17]=3)[CH:13]([C:27]3[CH:32]=[CH:31][C:30]([CH:33]4[CH2:38][CH2:37][CH2:36][CH2:35][CH2:34]4)=[CH:29][CH:28]=3)[O:12][N:11]=2)=[CH:6][CH:5]=1.C1CCN2C(=NCCC2)CC1, predict the reaction product. The product is: [CH3:1][O:2][C:3](=[O:39])[C:4]1[CH:9]=[CH:8][C:7]([C:10]2[C:14]([C:15](=[O:26])[C:16]3[CH:21]=[CH:20][C:19]([C:22]([CH3:25])([CH3:24])[CH3:23])=[CH:18][CH:17]=3)=[C:13]([C:27]3[CH:28]=[CH:29][C:30]([CH:33]4[CH2:38][CH2:37][CH2:36][CH2:35][CH2:34]4)=[CH:31][CH:32]=3)[O:12][N:11]=2)=[CH:6][CH:5]=1. (4) Given the reactants [C:1]([O:5][C:6]([NH:8][C@@H:9]1[CH2:13][CH2:12][N:11]([C:14]2[N:23]=[C:22]3[C:17]([C:18](=[O:40])[C:19]([C:35]([O:37]CC)=[O:36])=[CH:20][N:21]3[CH2:24][C:25]3[CH:30]=[CH:29][C:28]([O:31][CH3:32])=[CH:27][C:26]=3[O:33][CH3:34])=[C:16]([CH3:41])[C:15]=2[F:42])[CH2:10]1)=[O:7])([CH3:4])([CH3:3])[CH3:2], predict the reaction product. The product is: [C:1]([O:5][C:6]([NH:8][C@@H:9]1[CH2:13][CH2:12][N:11]([C:14]2[N:23]=[C:22]3[C:17]([C:18](=[O:40])[C:19]([C:35]([OH:37])=[O:36])=[CH:20][N:21]3[CH2:24][C:25]3[CH:30]=[CH:29][C:28]([O:31][CH3:32])=[CH:27][C:26]=3[O:33][CH3:34])=[C:16]([CH3:41])[C:15]=2[F:42])[CH2:10]1)=[O:7])([CH3:4])([CH3:3])[CH3:2]. (5) Given the reactants [CH3:1][N:2]1[N:6]=[N:5][C:4]([C:7]2[CH:8]=[C:9]([CH:32]=[C:33]([C:35]([F:38])([F:37])[F:36])[CH:34]=2)[CH2:10][O:11][CH2:12][C:13]2([C:26]3[CH:31]=[CH:30][CH:29]=[CH:28][CH:27]=3)[CH2:18][CH2:17][N:16](C(OC(C)(C)C)=O)[CH2:15][CH2:14]2)=[N:3]1.Cl, predict the reaction product. The product is: [CH3:1][N:2]1[N:6]=[N:5][C:4]([C:7]2[CH:8]=[C:9]([CH:32]=[C:33]([C:35]([F:37])([F:38])[F:36])[CH:34]=2)[CH2:10][O:11][CH2:12][C:13]2([C:26]3[CH:31]=[CH:30][CH:29]=[CH:28][CH:27]=3)[CH2:14][CH2:15][NH:16][CH2:17][CH2:18]2)=[N:3]1. (6) The product is: [CH2:21]([C:2]1[N:10]=[C:9]2[C:5]([N:6]([C:13]([N:15]3[CH2:19][CH2:18][CH2:17][CH2:16]3)=[O:14])[C:7](=[O:12])[N:8]2[CH3:11])=[CH:4][N:3]=1)[C:22]1[CH:27]=[CH:26][CH:25]=[CH:24][CH:23]=1. Given the reactants Cl[C:2]1[N:10]=[C:9]2[C:5]([N:6]([C:13]([N:15]3[CH2:19][CH2:18][CH2:17][CH2:16]3)=[O:14])[C:7](=[O:12])[N:8]2[CH3:11])=[CH:4][N:3]=1.[Br-].[CH2:21]([Zn+])[C:22]1[CH:27]=[CH:26][CH:25]=[CH:24][CH:23]=1.O1CCCC1, predict the reaction product. (7) Given the reactants [CH3:1][N:2]1[C:6]([CH3:8])([CH3:7])[CH2:5][CH:4]([C:9]([O:11][CH2:12][C:13]2[CH:18]=[CH:17][CH:16]=[CH:15][CH:14]=2)=[O:10])[C:3]1=[O:19].[H-].[Na+].Cl[C:23]1[N:28]=[CH:27][C:26]([C:29]#[C:30][C:31]2[CH:36]=[CH:35][CH:34]=[CH:33][CH:32]=2)=[CH:25][N:24]=1, predict the reaction product. The product is: [CH3:1][N:2]1[C:6]([CH3:8])([CH3:7])[CH2:5][C:4]([C:23]2[N:24]=[CH:25][C:26]([C:29]#[C:30][C:31]3[CH:36]=[CH:35][CH:34]=[CH:33][CH:32]=3)=[CH:27][N:28]=2)([C:9]([O:11][CH2:12][C:13]2[CH:18]=[CH:17][CH:16]=[CH:15][CH:14]=2)=[O:10])[C:3]1=[O:19].